This data is from Full USPTO retrosynthesis dataset with 1.9M reactions from patents (1976-2016). The task is: Predict the reactants needed to synthesize the given product. (1) The reactants are: CCN(C(C)C)C(C)C.Cl.[NH2:11][C@@H:12]([CH:20]([CH3:22])[CH3:21])[C:13]([O:15][C:16]([CH3:19])([CH3:18])[CH3:17])=[O:14].Cl[C:24]([O:26][CH3:27])=[O:25]. Given the product [CH3:27][O:26][C:24]([NH:11][C@@H:12]([CH:20]([CH3:22])[CH3:21])[C:13]([O:15][C:16]([CH3:17])([CH3:19])[CH3:18])=[O:14])=[O:25], predict the reactants needed to synthesize it. (2) The reactants are: S1[CH2:6][CH2:5][CH:4]([C:7]([OH:9])=[O:8])[CH2:3][CH2:2]1.C1N=CN(C(N2C=N[CH:19]=[CH:18]2)=O)C=1.[Li+].C[Si]([N-][Si](C)(C)C)(C)C.[CH3:32][CH2:33][O:34][C:35]([CH3:37])=[O:36].C1C[O:41][CH2:40]C1. Given the product [CH2:33]([O:34][C:35](=[O:36])[CH2:37][C:40]([CH:2]1[CH2:6][CH2:5][CH:4]([C:7]([O:9][CH2:18][CH3:19])=[O:8])[CH2:3]1)=[O:41])[CH3:32], predict the reactants needed to synthesize it. (3) Given the product [CH:1]([N:4]1[CH:8]=[C:7]([S:9]([CH2:12][CH:13]2[CH2:14][CH2:15][NH:16][CH2:17][CH2:18]2)(=[O:11])=[O:10])[CH:6]=[N:5]1)([CH3:3])[CH3:2], predict the reactants needed to synthesize it. The reactants are: [CH:1]([N:4]1[CH:8]=[C:7]([S:9]([CH2:12][CH:13]2[CH2:18][CH2:17][N:16](C(OC(C)(C)C)=O)[CH2:15][CH2:14]2)(=[O:11])=[O:10])[CH:6]=[N:5]1)([CH3:3])[CH3:2]. (4) The reactants are: [CH3:1][O:2][C:3]1[CH:4]=[C:5]2[C:10](=[CH:11][CH:12]=1)[CH2:9][CH:8]([NH2:13])[CH2:7][CH2:6]2.CCN(C(C)C)C(C)C.[C:23](Cl)(=[O:25])[CH3:24]. Given the product [CH3:1][O:2][C:3]1[CH:4]=[C:5]2[C:10](=[CH:11][CH:12]=1)[CH2:9][CH:8]([NH:13][C:23](=[O:25])[CH3:24])[CH2:7][CH2:6]2, predict the reactants needed to synthesize it. (5) Given the product [F:42][CH:40]([F:41])[C:32]1[N:31]([C:21]2[N:22]=[C:23]([N:25]3[CH2:26][CH2:27][O:28][CH2:29][CH2:30]3)[N:24]=[C:19]([NH:1][C:2]3[CH:3]=[N:4][CH:5]=[N:6][CH:7]=3)[N:20]=2)[C:35]2[CH:36]=[CH:37][CH:38]=[CH:39][C:34]=2[N:33]=1, predict the reactants needed to synthesize it. The reactants are: [NH2:1][C:2]1[CH:3]=[N:4][CH:5]=[N:6][CH:7]=1.C[Si]([N-][Si](C)(C)C)(C)C.[Na+].Cl[C:19]1[N:24]=[C:23]([N:25]2[CH2:30][CH2:29][O:28][CH2:27][CH2:26]2)[N:22]=[C:21]([N:31]2[C:35]3[CH:36]=[CH:37][CH:38]=[CH:39][C:34]=3[N:33]=[C:32]2[CH:40]([F:42])[F:41])[N:20]=1.C(O)(=O)C. (6) Given the product [F:1][C:2]1[CH:26]=[CH:25][C:24]([C:27]([F:30])([F:28])[F:29])=[CH:23][C:3]=1[CH2:4][CH:5]1[CH2:13][C:12]2[C:7](=[CH:8][C:9]([O:20][CH3:21])=[C:10]([N:14]3[CH2:19][CH2:18][O:17][CH2:16][CH2:15]3)[CH:11]=2)[C:6]1=[O:22], predict the reactants needed to synthesize it. The reactants are: [F:1][C:2]1[CH:26]=[CH:25][C:24]([C:27]([F:30])([F:29])[F:28])=[CH:23][C:3]=1/[CH:4]=[C:5]1/[C:6](=[O:22])[C:7]2[C:12]([CH2:13]/1)=[CH:11][C:10]([N:14]1[CH2:19][CH2:18][O:17][CH2:16][CH2:15]1)=[C:9]([O:20][CH3:21])[CH:8]=2. (7) Given the product [F:19][C:20]1[CH:29]=[CH:28][C:23]([O:24][CH2:25][CH2:26][NH:27][C:2]2[N:9]=[C:8]([NH:10][C:11]3[CH:15]=[C:14]([CH3:16])[NH:13][N:12]=3)[CH:7]=[C:6]([CH3:17])[C:3]=2[C:4]#[N:5])=[CH:22][CH:21]=1, predict the reactants needed to synthesize it. The reactants are: Cl[C:2]1[N:9]=[C:8]([NH:10][C:11]2[CH:15]=[C:14]([CH3:16])[NH:13][N:12]=2)[CH:7]=[C:6]([CH3:17])[C:3]=1[C:4]#[N:5].Cl.[F:19][C:20]1[CH:29]=[CH:28][C:23]([O:24][CH2:25][CH2:26][NH2:27])=[CH:22][CH:21]=1.C(=O)([O-])O.[Na+].CS(C)=O.